From a dataset of Forward reaction prediction with 1.9M reactions from USPTO patents (1976-2016). Predict the product of the given reaction. (1) Given the reactants [CH:1]1([C:4]2[S:5][C:6]([C:12]3[CH:13]=[C:14]([CH3:18])[CH:15]=[CH:16][CH:17]=3)=[C:7]([C:9]([OH:11])=O)[N:8]=2)[CH2:3][CH2:2]1.CN(C(ON1N=NC2C=CC=CC1=2)=[N+](C)C)C.[B-](F)(F)(F)F.CCN(C(C)C)C(C)C.[C:50]([O:54][C:55]([NH:57][C@@H:58]1[CH2:63][CH2:62][CH2:61][NH:60][CH2:59]1)=[O:56])([CH3:53])([CH3:52])[CH3:51], predict the reaction product. The product is: [C:50]([O:54][C:55](=[O:56])[NH:57][C@@H:58]1[CH2:63][CH2:62][CH2:61][N:60]([C:9]([C:7]2[N:8]=[C:4]([CH:1]3[CH2:2][CH2:3]3)[S:5][C:6]=2[C:12]2[CH:13]=[C:14]([CH3:18])[CH:15]=[CH:16][CH:17]=2)=[O:11])[CH2:59]1)([CH3:53])([CH3:51])[CH3:52]. (2) Given the reactants [Cl:1][C:2]1[CH:7]=[CH:6][C:5]([CH2:8]Cl)=[CH:4][N:3]=1.C(N(CC)CC)C.[CH3:17][O:18][CH:19]([O:22][CH3:23])[CH2:20][NH2:21], predict the reaction product. The product is: [Cl:1][C:2]1[N:3]=[CH:4][C:5]([CH2:8][NH:21][CH2:20][CH:19]([O:22][CH3:23])[O:18][CH3:17])=[CH:6][CH:7]=1.